The task is: Predict the reactants needed to synthesize the given product.. This data is from Full USPTO retrosynthesis dataset with 1.9M reactions from patents (1976-2016). (1) Given the product [CH3:10][O:11][C:12](=[O:33])[CH:13]=[CH:7][C:4]1[CH:5]=[CH:6][C:1]([CH3:9])=[CH:2][CH:3]=1, predict the reactants needed to synthesize it. The reactants are: [C:1]1([CH3:9])[CH:6]=[CH:5][C:4]([CH:7]=O)=[CH:3][CH:2]=1.[CH3:10][O:11][C:12](=[O:33])[CH:13]=P(C1C=CC=CC=1)(C1C=CC=CC=1)C1C=CC=CC=1. (2) Given the product [CH2:11]([O:13][C:14]1[CH:15]=[C:16]([CH:19]=[CH:20][C:21]=1[O:22][CH3:23])[CH2:17][N:8]1[CH2:7][CH2:6][C:5](=[O:1])[CH2:10][CH2:9]1)[CH3:12], predict the reactants needed to synthesize it. The reactants are: [O:1]1[C:5]2([CH2:10][CH2:9][NH:8][CH2:7][CH2:6]2)OCC1.[CH2:11]([O:13][C:14]1[CH:15]=[C:16]([CH:19]=[CH:20][C:21]=1[O:22][CH3:23])[CH:17]=O)[CH3:12].C([BH3-])#N.[Na+].Cl.